From a dataset of Reaction yield outcomes from USPTO patents with 853,638 reactions. Predict the reaction yield, written as a fraction of the theoretical maximum amount of product (1.0 means a 100% yield; for example, 0.34 means a 34% yield). (1) The product is [CH:1]1([CH2:4][N:5]2[CH:14]([CH3:15])[CH2:13][C:12]3[C:11]([NH2:16])=[CH:10][CH:9]=[CH:8][C:7]=3[CH2:6]2)[CH2:2][CH2:3]1. The catalyst is CO.[Pd]. The reactants are [CH:1]1([CH2:4][N:5]2[CH:14]([CH3:15])[CH2:13][C:12]3[C:7](=[CH:8][CH:9]=[CH:10][C:11]=3[N+:16]([O-])=O)[CH2:6]2)[CH2:3][CH2:2]1. The yield is 0.840. (2) The reactants are [CH2:1]([O:3][C:4]([C:6]1[C:7]([CH3:22])=[C:8](C(OC(C)(C)C)=O)[NH:9][C:10]=1[CH2:11][C:12]([OH:14])=[O:13])=[O:5])[CH3:2].FC(F)(F)C(O)=O.C(=O)=O.C(O)C.[OH-].[Na+]. The catalyst is ClCCl. The product is [CH2:1]([O:3][C:4]([C:6]1[C:7]([CH3:22])=[CH:8][NH:9][C:10]=1[CH2:11][C:12]([OH:14])=[O:13])=[O:5])[CH3:2]. The yield is 0.857. (3) The reactants are [CH3:1][N:2]([CH:10]1[CH2:15][CH2:14][C:13]([C:16]2[C:24]3[C:19](=[CH:20][CH:21]=[C:22]([N+:25]([O-])=O)[CH:23]=3)[NH:18][CH:17]=2)=[CH:12][CH2:11]1)[C:3](=[O:9])[O:4][C:5]([CH3:8])([CH3:7])[CH3:6].O.NN. The catalyst is CO.[Ni]. The product is [NH2:25][C:22]1[CH:23]=[C:24]2[C:19](=[CH:20][CH:21]=1)[NH:18][CH:17]=[C:16]2[C:13]1[CH2:14][CH2:15][CH:10]([N:2]([CH3:1])[C:3](=[O:9])[O:4][C:5]([CH3:6])([CH3:7])[CH3:8])[CH2:11][CH:12]=1. The yield is 0.940. (4) The reactants are [Br:1][C:2]1[CH:7]=[C:6]([N+:8]([O-])=O)[C:5]([F:11])=[CH:4][C:3]=1[CH3:12].O.O.Cl[Sn]Cl.C([O-])(O)=O.[Na+]. The catalyst is C(O)C. The product is [Br:1][C:2]1[C:3]([CH3:12])=[CH:4][C:5]([F:11])=[C:6]([CH:7]=1)[NH2:8]. The yield is 0.300. (5) The reactants are [Cl:1][C:2]1[CH:7]=[CH:6][C:5]([CH:8]2[CH2:13][C:12](=[O:14])[NH:11][C:10]([CH3:15])=[C:9]2[C:16]([OH:18])=O)=[C:4]([F:19])[CH:3]=1.[NH2:20][C:21]1[CH:22]=[C:23]2[C:27](=[C:28]([Cl:30])[CH:29]=1)[NH:26][N:25]=[CH:24]2.C(Cl)CCl.CCN(CC)CC. The catalyst is CN(C=O)C.CCOC(C)=O.Cl. The product is [Cl:1][C:2]1[CH:7]=[CH:6][C:5]([CH:8]2[CH2:13][C:12](=[O:14])[NH:11][C:10]([CH3:15])=[C:9]2[C:16]([NH:20][C:21]2[CH:22]=[C:23]3[C:27](=[C:28]([Cl:30])[CH:29]=2)[NH:26][N:25]=[CH:24]3)=[O:18])=[C:4]([F:19])[CH:3]=1. The yield is 0.100. (6) The reactants are [F:1][C:2]1[CH:3]=[CH:4][C:5]([CH2:8][O:9][C:10]2[CH:15]=[CH:14][N:13]([C:16]3[CH:21]=[CH:20][C:19]4[C:22]5[CH2:23][NH:24][CH2:25][CH2:26][C:27]=5[O:28][C:18]=4[CH:17]=3)[C:12](=[O:29])[CH:11]=2)=[N:6][CH:7]=1.[ClH:30].CCOCC. The catalyst is CO. The product is [ClH:30].[F:1][C:2]1[CH:3]=[CH:4][C:5]([CH2:8][O:9][C:10]2[CH:15]=[CH:14][N:13]([C:16]3[CH:21]=[CH:20][C:19]4[C:22]5[CH2:23][NH:24][CH2:25][CH2:26][C:27]=5[O:28][C:18]=4[CH:17]=3)[C:12](=[O:29])[CH:11]=2)=[N:6][CH:7]=1. The yield is 0.910. (7) The reactants are [PH2:1](=[O:3])[OH:2].[CH2:4]=[CH:5][CH2:6][CH2:7][CH2:8][CH2:9][CH2:10][CH2:11][CH2:12][CH2:13][CH2:14][CH2:15][CH2:16][CH2:17][CH2:18][CH2:19][CH2:20][CH3:21]. The catalyst is O1CCCC1.C1C=CC(/C=C/C(/C=C/C2C=CC=CC=2)=O)=CC=1.C1C=CC(/C=C/C(/C=C/C2C=CC=CC=2)=O)=CC=1.C1C=CC(/C=C/C(/C=C/C2C=CC=CC=2)=O)=CC=1.[Pd].[Pd].C1(P(C2C=CC=CC=2)C2C3OC4C(=CC=CC=4P(C4C=CC=CC=4)C4C=CC=CC=4)C(C)(C)C=3C=CC=2)C=CC=CC=1. The product is [CH2:21]([P:1]([OH:2])[OH:3])[CH2:20][CH2:19][CH2:18][CH2:17][CH2:16][CH2:15][CH2:14][CH2:13][CH2:12][CH2:11][CH2:10][CH2:9][CH2:8][CH2:7][CH2:6][CH2:5][CH3:4]. The yield is 0.850. (8) The reactants are [C:1]([C:3]1[C:8]([S:9][CH3:10])=[CH:7][C:6](=[O:11])[NH:5][C:4]=1[S:12][CH2:13][C:14]([NH2:16])=[O:15])#[N:2].[H-].[Na+].C1C=CC(N([S:26]([C:29]([F:32])([F:31])[F:30])(=[O:28])=[O:27])[S:26]([C:29]([F:32])([F:31])[F:30])(=[O:28])=[O:27])=CC=1.O. The catalyst is CN(C=O)C. The product is [NH2:2][C:1]1[C:3]2[C:4](=[N:5][C:6]([O:11][S:26]([C:29]([F:32])([F:31])[F:30])(=[O:28])=[O:27])=[CH:7][C:8]=2[S:9][CH3:10])[S:12][C:13]=1[C:14](=[O:15])[NH2:16]. The yield is 0.524. (9) The reactants are [N@:1]1([C:8]([O:10][C:11]([CH3:14])([CH3:13])[CH3:12])=[O:9])[CH2:3][CH:2]1[C:4]([O:6][CH3:7])=[O:5].[CH3:15][O:16][C:17]1[CH:39]=[CH:38][C:20]([CH2:21][O:22][C@H:23]([C@H:25]([CH2:33][CH2:34][CH:35]([CH3:37])[CH3:36])[C@@H:26]([O:29][CH2:30][CH2:31][CH3:32])[CH2:27][OH:28])[CH3:24])=[CH:19][CH:18]=1.B(F)(F)F.O(CC)CC.C([O-])(O)=O.[Na+]. The catalyst is C(Cl)Cl. The product is [C:11]([O:10][C:8]([NH:1][C@@H:2]([CH2:3][O:28][CH2:27][C@H:26]([O:29][CH2:30][CH2:31][CH3:32])[C@H:25]([C@@H:23]([O:22][CH2:21][C:20]1[CH:19]=[CH:18][C:17]([O:16][CH3:15])=[CH:39][CH:38]=1)[CH3:24])[CH2:33][CH2:34][CH:35]([CH3:37])[CH3:36])[C:4]([O:6][CH3:7])=[O:5])=[O:9])([CH3:12])([CH3:13])[CH3:14]. The yield is 0.380. (10) The reactants are [C:1]([N:8]1[CH2:16][CH2:15][CH2:14][CH:10]([C:11]([OH:13])=O)[CH2:9]1)([O:3][C:4]([CH3:7])([CH3:6])[CH3:5])=[O:2].[NH2:17][C:18]1[CH:23]=[CH:22][CH:21]=[CH:20][CH:19]=1.C1CCC(N=C=NC2CCCCC2)CC1. The catalyst is C(Cl)Cl. The product is [C:18]1([NH:17][C:11]([CH:10]2[CH2:14][CH2:15][CH2:16][N:8]([C:1]([O:3][C:4]([CH3:5])([CH3:6])[CH3:7])=[O:2])[CH2:9]2)=[O:13])[CH:23]=[CH:22][CH:21]=[CH:20][CH:19]=1. The yield is 0.890.